Dataset: NCI-60 drug combinations with 297,098 pairs across 59 cell lines. Task: Regression. Given two drug SMILES strings and cell line genomic features, predict the synergy score measuring deviation from expected non-interaction effect. (1) Drug 1: CNC(=O)C1=CC=CC=C1SC2=CC3=C(C=C2)C(=NN3)C=CC4=CC=CC=N4. Drug 2: CC1=C(C=C(C=C1)C(=O)NC2=CC(=CC(=C2)C(F)(F)F)N3C=C(N=C3)C)NC4=NC=CC(=N4)C5=CN=CC=C5. Cell line: SNB-75. Synergy scores: CSS=2.12, Synergy_ZIP=-0.809, Synergy_Bliss=0.836, Synergy_Loewe=-0.0661, Synergy_HSA=0.0444. (2) Drug 1: C1CCC(CC1)NC(=O)N(CCCl)N=O. Drug 2: CCN(CC)CCCC(C)NC1=C2C=C(C=CC2=NC3=C1C=CC(=C3)Cl)OC. Cell line: KM12. Synergy scores: CSS=20.9, Synergy_ZIP=-6.57, Synergy_Bliss=-8.81, Synergy_Loewe=-5.10, Synergy_HSA=-4.82. (3) Drug 1: CS(=O)(=O)C1=CC(=C(C=C1)C(=O)NC2=CC(=C(C=C2)Cl)C3=CC=CC=N3)Cl. Synergy scores: CSS=13.1, Synergy_ZIP=-2.20, Synergy_Bliss=5.80, Synergy_Loewe=5.91, Synergy_HSA=5.69. Cell line: OVCAR-4. Drug 2: CC1=C(C=C(C=C1)NC2=NC=CC(=N2)N(C)C3=CC4=NN(C(=C4C=C3)C)C)S(=O)(=O)N.Cl. (4) Drug 1: CC12CCC3C(C1CCC2O)C(CC4=C3C=CC(=C4)O)CCCCCCCCCS(=O)CCCC(C(F)(F)F)(F)F. Drug 2: C1CN(P(=O)(OC1)NCCCl)CCCl. Cell line: DU-145. Synergy scores: CSS=-9.43, Synergy_ZIP=4.68, Synergy_Bliss=0.295, Synergy_Loewe=-5.07, Synergy_HSA=-6.44. (5) Drug 1: C1CCC(C1)C(CC#N)N2C=C(C=N2)C3=C4C=CNC4=NC=N3. Drug 2: C1=NC2=C(N1)C(=S)N=CN2. Cell line: SK-MEL-2. Synergy scores: CSS=-7.72, Synergy_ZIP=5.36, Synergy_Bliss=0.905, Synergy_Loewe=-4.63, Synergy_HSA=-5.39.